This data is from Forward reaction prediction with 1.9M reactions from USPTO patents (1976-2016). The task is: Predict the product of the given reaction. (1) Given the reactants [NH2:1][C:2]1[C:7](=[N:8][C:9]2[CH:14]=[CH:13][C:12]([NH2:15])=[CH:11][C:10]=2[CH3:16])[CH:6]=[C:5]([CH3:17])[C:4](=[O:18])[C:3]=1[Cl:19].[NH2:20][C:21]1[C:26](=[N:27][C:28]2[CH:33]=[CH:32][C:31]([NH2:34])=[C:30]([CH3:35])[CH:29]=2)[CH:25]=[C:24]([CH3:36])[C:23](=[O:37])[C:22]=1[Cl:38].S(S([O-])=O)([O-])=O.[Na+].[Na+], predict the reaction product. The product is: [NH2:1][C:2]1[C:3]([Cl:19])=[C:4]([OH:18])[C:5]([CH3:17])=[CH:6][C:7]=1[NH:8][C:9]1[CH:14]=[CH:13][C:12]([NH2:15])=[CH:11][C:10]=1[CH3:16].[NH2:20][C:21]1[C:22]([Cl:38])=[C:23]([OH:37])[C:24]([CH3:36])=[CH:25][C:26]=1[NH:27][C:28]1[CH:33]=[CH:32][C:31]([NH2:34])=[C:30]([CH3:35])[CH:29]=1. (2) Given the reactants [NH2:1][C:2]1[N:7]=[CH:6][C:5]([C:8]2[N:12]3[N:13]=[C:14]([C:17]4[CH:22]=[CH:21][C:20]([OH:23])=[C:19]([O:24][CH3:25])[CH:18]=4)[CH:15]=[CH:16][C:11]3=[N:10][C:9]=2[CH3:26])=[CH:4][C:3]=1[C:27]([F:30])([F:29])[F:28].Cl[CH2:32][CH2:33][CH2:34][N:35]1[CH2:39][CH2:38][NH:37][C:36]1=[O:40].C([O-])([O-])=O.[K+].[K+], predict the reaction product. The product is: [NH2:1][C:2]1[N:7]=[CH:6][C:5]([C:8]2[N:12]3[N:13]=[C:14]([C:17]4[CH:22]=[CH:21][C:20]([O:23][CH2:32][CH2:33][CH2:34][N:35]5[CH2:39][CH2:38][NH:37][C:36]5=[O:40])=[C:19]([O:24][CH3:25])[CH:18]=4)[CH:15]=[CH:16][C:11]3=[N:10][C:9]=2[CH3:26])=[CH:4][C:3]=1[C:27]([F:29])([F:28])[F:30]. (3) Given the reactants C[O:2][C:3](=[O:18])[C@H:4]([CH2:14][CH:15]([CH3:17])[CH3:16])[NH:5][C:6]([N:8]1[CH2:13][CH2:12][O:11][CH2:10][CH2:9]1)=[O:7].[Li+].[OH-].C(Cl)Cl, predict the reaction product. The product is: [O:11]1[CH2:12][CH2:13][N:8]([C:6]([NH:5][C@H:4]([C:3]([OH:18])=[O:2])[CH2:14][CH:15]([CH3:17])[CH3:16])=[O:7])[CH2:9][CH2:10]1. (4) Given the reactants [C:1]([C:5]1[CH:10]=[CH:9][C:8]([C:11]2[C:12]3[NH:16][C:15]([C:17]([C:53]4[C:58]([CH3:59])=[CH:57][C:56]([CH3:60])=[CH:55][C:54]=4[CH3:61])=[C:18]4[N:52]=[C:21]([C:22]([C:42]5[CH:47]=[CH:46][C:45]([C:48]([CH3:51])([CH3:50])[CH3:49])=[CH:44][CH:43]=5)=[C:23]5[NH:41][C:26](=[C:27]([CH:33]6OCC(C)(C)C[O:34]6)[C:28]6[CH:29]=[CH:30][C:31]=2[N:32]=6)[CH:25]=[CH:24]5)[CH:20]=[CH:19]4)=[CH:14][CH:13]=3)=[CH:7][CH:6]=1)([CH3:4])([CH3:3])[CH3:2].C(O)(C(F)(F)F)=O.O, predict the reaction product. The product is: [C:1]([C:5]1[CH:6]=[CH:7][C:8]([C:11]2[C:12]3[NH:16][C:15]([C:17]([C:53]4[C:54]([CH3:61])=[CH:55][C:56]([CH3:60])=[CH:57][C:58]=4[CH3:59])=[C:18]4[N:52]=[C:21]([C:22]([C:42]5[CH:47]=[CH:46][C:45]([C:48]([CH3:51])([CH3:50])[CH3:49])=[CH:44][CH:43]=5)=[C:23]5[NH:41][C:26](=[C:27]([CH:33]=[O:34])[C:28]6[CH:29]=[CH:30][C:31]=2[N:32]=6)[CH:25]=[CH:24]5)[CH:20]=[CH:19]4)=[CH:14][CH:13]=3)=[CH:9][CH:10]=1)([CH3:4])([CH3:2])[CH3:3]. (5) Given the reactants [OH:1][NH2:2].C([O:5][C:6](=O)[CH2:7][CH2:8][CH2:9][CH2:10][CH2:11][CH2:12][N:13]([C:20]1[CH:25]=[C:24]([C:26]2[CH:31]=[CH:30][C:29]([NH2:32])=[CH:28][CH:27]=2)[CH:23]=[CH:22][N:21]=1)[C:14]1[CH:19]=[CH:18][CH:17]=[CH:16][N:15]=1)C, predict the reaction product. The product is: [OH:1][NH:2][C:6](=[O:5])[CH2:7][CH2:8][CH2:9][CH2:10][CH2:11][CH2:12][N:13]([C:20]1[CH:25]=[C:24]([C:26]2[CH:31]=[CH:30][C:29]([NH2:32])=[CH:28][CH:27]=2)[CH:23]=[CH:22][N:21]=1)[C:14]1[CH:19]=[CH:18][CH:17]=[CH:16][N:15]=1. (6) Given the reactants [CH3:1][S:2]([N:5]1[CH2:10][CH2:9][CH:8]([C:11]([OH:13])=O)[CH2:7][CH2:6]1)(=[O:4])=[O:3].C(Cl)(=O)C(Cl)=O.[NH2:20][CH2:21][C:22]1[C:27]([CH2:28][CH3:29])=[N:26][C:25]2[N:30]([CH2:33][CH3:34])[N:31]=[CH:32][C:24]=2[C:23]=1[NH:35][CH:36]1[CH2:41][CH2:40][O:39][CH2:38][CH2:37]1.CCN(C(C)C)C(C)C, predict the reaction product. The product is: [CH2:33]([N:30]1[C:25]2=[N:26][C:27]([CH2:28][CH3:29])=[C:22]([CH2:21][NH:20][C:11]([CH:8]3[CH2:7][CH2:6][N:5]([S:2]([CH3:1])(=[O:3])=[O:4])[CH2:10][CH2:9]3)=[O:13])[C:23]([NH:35][CH:36]3[CH2:37][CH2:38][O:39][CH2:40][CH2:41]3)=[C:24]2[CH:32]=[N:31]1)[CH3:34]. (7) Given the reactants [CH3:1][N:2]([CH3:28])[CH2:3][CH2:4][C:5]1[C:13]2[C:8](=[CH:9][CH:10]=[C:11](/[CH:14]=[CH:15]/[C:16]([NH:18][CH2:19][C:20]3[CH:25]=[CH:24][C:23]([O:26][CH3:27])=[CH:22][CH:21]=3)=[O:17])[CH:12]=2)[NH:7][CH:6]=1.[C:29]([O-])([O-])=O.[K+].[K+].[I:35][CH2:36][CH2:37][CH2:38]C, predict the reaction product. The product is: [I-:35].[CH3:27][O:26][C:23]1[CH:24]=[CH:25][C:20]([CH2:19][NH:18][C:16](=[O:17])/[CH:15]=[CH:14]/[C:11]2[CH:12]=[C:13]3[C:8](=[CH:9][CH:10]=2)[NH:7][CH:6]=[C:5]3[CH2:4][CH2:3][N+:2]([CH3:29])([CH3:1])[CH2:28][CH2:36][CH2:37][CH3:38])=[CH:21][CH:22]=1. (8) The product is: [CH2:2]=[CH:3][C:4]([C:7]([C:10]([S:13]([OH:15])=[O:14])([F:11])[F:12])([F:8])[F:9])([F:6])[F:5]. Given the reactants I[CH2:2][CH2:3][C:4]([C:7]([C:10]([S:13]([O:15][Na])=[O:14])([F:12])[F:11])([F:9])[F:8])([F:6])[F:5].[OH-].[K+], predict the reaction product.